From a dataset of Forward reaction prediction with 1.9M reactions from USPTO patents (1976-2016). Predict the product of the given reaction. (1) Given the reactants Cl[C:2]1[N:3]=[C:4]([N:16]2[CH2:21][CH2:20][O:19][CH2:18][CH2:17]2)[C:5]2[O:10][C:9]3[N:11]=[C:12]([CH3:15])[CH:13]=[CH:14][C:8]=3[C:6]=2[N:7]=1.[NH:22]1[C:30]2[CH:29]=[CH:28][CH:27]=[C:26](B(O)O)[C:25]=2[CH:24]=[CH:23]1.C([O-])([O-])=O.[Na+].[Na+], predict the reaction product. The product is: [NH:22]1[C:30]2[C:25](=[C:26]([C:2]3[N:3]=[C:4]([N:16]4[CH2:21][CH2:20][O:19][CH2:18][CH2:17]4)[C:5]4[O:10][C:9]5[N:11]=[C:12]([CH3:15])[CH:13]=[CH:14][C:8]=5[C:6]=4[N:7]=3)[CH:27]=[CH:28][CH:29]=2)[CH:24]=[CH:23]1. (2) The product is: [NH2:22][C:19]1[CH:18]=[CH:17][C:16]([C@H:13]2[CH2:12][CH2:11][C@H:10]([CH2:9][NH:8][C:6](=[O:7])[O:5][C:1]([CH3:3])([CH3:2])[CH3:4])[CH2:15][CH2:14]2)=[CH:21][CH:20]=1. Given the reactants [C:1]([O:5][C:6]([NH:8][CH2:9][C@H:10]1[CH2:15][CH2:14][C@H:13]([C:16]2[CH:21]=[CH:20][C:19]([NH:22]C(=O)OCC3C=CC=CC=3)=[CH:18][CH:17]=2)[CH2:12][CH2:11]1)=[O:7])([CH3:4])([CH3:3])[CH3:2], predict the reaction product. (3) Given the reactants F[C:2](F)(F)[C:3]1[CH:8]=[CH:7]N=C(N)[N:4]=1.[C:12](=O)([O-])[O-].[K+].[K+].Cl[C:19]([O:21][C:22]1[CH:27]=[CH:26][CH:25]=[CH:24][CH:23]=1)=[O:20].O1[CH2:32][CH2:31][CH2:30][CH2:29]1, predict the reaction product. The product is: [CH:30]([C:31]1[CH:4]=[C:3]([NH:2][C:19](=[O:20])[O:21][C:22]2[CH:27]=[CH:26][CH:25]=[CH:24][CH:23]=2)[CH:8]=[CH:7][CH:32]=1)([CH3:12])[CH3:29]. (4) Given the reactants Cl[CH2:2][CH2:3][O:4][C:5]1[CH:9]=[C:8]([CH3:10])[N:7]([C:11]2[CH:16]=[CH:15][C:14]([Cl:17])=[C:13]([Cl:18])[CH:12]=2)[N:6]=1.[N:19]1([C:25]([O:27][CH2:28][CH3:29])=[O:26])[CH2:24][CH2:23][NH:22][CH2:21][CH2:20]1.C([O-])([O-])=O.[K+].[K+].[Na+].[I-], predict the reaction product. The product is: [Cl:18][C:13]1[CH:12]=[C:11]([N:7]2[C:8]([CH3:10])=[CH:9][C:5]([O:4][CH2:3][CH2:2][N:22]3[CH2:21][CH2:20][N:19]([C:25]([O:27][CH2:28][CH3:29])=[O:26])[CH2:24][CH2:23]3)=[N:6]2)[CH:16]=[CH:15][C:14]=1[Cl:17].